The task is: Regression. Given a peptide amino acid sequence and an MHC pseudo amino acid sequence, predict their binding affinity value. This is MHC class II binding data.. This data is from Peptide-MHC class II binding affinity with 134,281 pairs from IEDB. The peptide sequence is YAKMRSAHTNDVKQL. The MHC is DRB4_0101 with pseudo-sequence DRB4_0103. The binding affinity (normalized) is 0.595.